Dataset: Experimentally validated miRNA-target interactions with 360,000+ pairs, plus equal number of negative samples. Task: Binary Classification. Given a miRNA mature sequence and a target amino acid sequence, predict their likelihood of interaction. (1) The miRNA is rno-miR-494-3p with sequence UGAAACAUACACGGGAAACCUCU. The protein sequence of the target gene is MSEAAPAAPAAAPPAEKAPAKKKAAKKPAGVRRKASGPPVSELITKAVAASKERSGVSLAALKKALAAAGYDVEKNNSRIKLGLKSLVSKGILVQTKGTGASGSFKLNKKAASGEAKPQAKKAGAAKAKKPAGAAKKPKKATGAATPKKAAKKTPKKAKKPAAAAVTKKVAKSPKKAKVTKPKKVKSASKAVKPKAAKPKVAKAKKVAAKKK. Result: 0 (no interaction). (2) The miRNA is hsa-miR-606 with sequence AAACUACUGAAAAUCAAAGAU. The protein sequence of the target gene is MAEITNIRPSFDVSPVVAGLIGASVLVVCVSVTVFVWSCCHQQAEKKQKNPPYKFIHMLKGISIYPETLSNKKKIIKVRRDKDGPGREGGRRNLLVDAAEAGLLSRDKDPRGPSSGSCIDQLPIKMDYGEELRSPITSLTPGESKTTSPSSPEEDVMLGSLTFSVDYNFPKKALVVTIQEAHGLPVMDDQTQGSDPYIKMTILPDKRHRVKTRVLRKTLDPVFDETFTFYGIPYSQLQDLVLHFLVLSFDRFSRDDVIGEVMVPLAGVDPSTGKVQLTRDIIKRNIQKCISRGELQVSLS.... Result: 1 (interaction). (3) The miRNA is hsa-miR-4313 with sequence AGCCCCCUGGCCCCAAACCC. The protein sequence of the target gene is MNSMDRHIQQTNDRLQCIKQHLQNPANFHNAATELLDWCGDPRAFQRPFEQSLMGCLTVVSRVAAQQGFDLDLGYRLLAVCAANRDKFTPKSAALLSSWCEELGRLLLLRHQKSRQNDPPGKLPMQPPLSSMSSMKPTLSHSDGSFPYDSVPWQQNTNQPPGSLSVVTTVWGVTNTSQSQVLGNPMANANNPMNPGGNPMASGMSTSNPGINSPQFAGQQQQFSTKAGPAQPYIQPNMYGRPGYPGSGGFGASYPGGPSAPAGMGIPPHTRPPADFTQPAAAAAAAAVAAAAATATATAT.... Result: 0 (no interaction).